This data is from Catalyst prediction with 721,799 reactions and 888 catalyst types from USPTO. The task is: Predict which catalyst facilitates the given reaction. (1) Reactant: [H-].[Na+].[O:3]=[C:4]([CH3:12])[CH2:5]P(=O)(OC)OC.[CH:13]1([CH2:16][O:17][C:18]2[CH:19]=[CH:20][C:21]3[C:25]([CH:26]=2)=[N:24][N:23]([C@H:27]2[CH2:32][CH2:31][C@H:30]([CH:33]=O)[CH2:29][CH2:28]2)[CH:22]=3)[CH2:15][CH2:14]1.Cl. Product: [CH:13]1([CH2:16][O:17][C:18]2[CH:19]=[CH:20][C:21]3[C:25]([CH:26]=2)=[N:24][N:23]([C@H:27]2[CH2:32][CH2:31][C@H:30](/[CH:33]=[CH:5]/[C:4](=[O:3])[CH3:12])[CH2:29][CH2:28]2)[CH:22]=3)[CH2:15][CH2:14]1. The catalyst class is: 57. (2) Reactant: [OH:1][C:2]1[C:3]2[O:16][N:15]=[C:14]([C:17]3[CH:22]=[CH:21][CH:20]=[CH:19][CH:18]=3)[C:4]=2[C:5]([CH3:13])=[N:6][C:7]=1[C:8](OCC)=[O:9].[NH2:23][CH2:24][C:25]([OH:27])=[O:26].[O-]CC.[Na+].Cl. Product: [OH:1][C:2]1[C:3]2[O:16][N:15]=[C:14]([C:17]3[CH:18]=[CH:19][CH:20]=[CH:21][CH:22]=3)[C:4]=2[C:5]([CH3:13])=[N:6][C:7]=1[C:8]([NH:23][CH2:24][C:25]([OH:27])=[O:26])=[O:9]. The catalyst class is: 18. (3) Reactant: [CH:1]1([N:5]2[CH2:10][CH2:9][CH:8]([NH:11]C(=O)OC(C)(C)C)[CH2:7][CH2:6]2)[CH2:4][CH2:3][CH2:2]1.Cl. Product: [CH:1]1([N:5]2[CH2:6][CH2:7][CH:8]([NH2:11])[CH2:9][CH2:10]2)[CH2:4][CH2:3][CH2:2]1. The catalyst class is: 258. (4) Reactant: [C:1]([N:4]1[C:12]2[C:7](=[CH:8][CH:9]=[C:10]([N+:13]([O-])=O)[CH:11]=2)[C:6]([CH3:17])([CH3:16])[CH2:5]1)(=[O:3])[CH3:2]. Product: [C:1]([N:4]1[C:12]2[C:7](=[CH:8][CH:9]=[C:10]([NH2:13])[CH:11]=2)[C:6]([CH3:17])([CH3:16])[CH2:5]1)(=[O:3])[CH3:2]. The catalyst class is: 63. (5) Reactant: CC(OI1(OC(C)=O)(OC(C)=O)OC(=O)C2C=CC=CC1=2)=O.[F:23][C:24]([F:44])([F:43])[C:25]1[CH:26]=[CH:27][C:28]([O:31][C:32]2[CH:42]=[CH:41][C:35]([O:36][CH:37]([CH3:40])[CH2:38][OH:39])=[CH:34][CH:33]=2)=[N:29][CH:30]=1. Product: [F:43][C:24]([F:23])([F:44])[C:25]1[CH:26]=[CH:27][C:28]([O:31][C:32]2[CH:42]=[CH:41][C:35]([O:36][CH:37]([CH3:40])[CH:38]=[O:39])=[CH:34][CH:33]=2)=[N:29][CH:30]=1. The catalyst class is: 2. (6) Reactant: [H-].[Al+3].[Li+].[H-].[H-].[H-].[CH2:7]([NH:14][C:15](=O)[CH2:16][N:17]1[CH2:22][CH2:21][N:20]([CH2:23][CH2:24][CH2:25][OH:26])[CH2:19][CH2:18]1)[CH2:8][CH2:9][CH2:10][CH2:11][CH2:12][CH3:13].[Cl-].[NH4+]. Product: [CH2:7]([NH:14][CH2:15][CH2:16][N:17]1[CH2:18][CH2:19][N:20]([CH2:23][CH2:24][CH2:25][OH:26])[CH2:21][CH2:22]1)[CH2:8][CH2:9][CH2:10][CH2:11][CH2:12][CH3:13]. The catalyst class is: 1.